From a dataset of Forward reaction prediction with 1.9M reactions from USPTO patents (1976-2016). Predict the product of the given reaction. (1) Given the reactants [C:1]([C:5]1[N:6]=[C:7]([C:11]2[NH:15][C:14]3[C:16]([C:27]([F:30])([F:29])[F:28])=[CH:17][C:18]([C:20]4[CH:25]=[CH:24][CH:23]=[CH:22][C:21]=4[F:26])=[CH:19][C:13]=3[N:12]=2)[O:8][C:9]=1[CH3:10])([CH3:4])([CH3:3])[CH3:2].[ClH:31], predict the reaction product. The product is: [ClH:31].[C:1]([C:5]1[N:6]=[C:7]([C:11]2[NH:15][C:14]3[C:16]([C:27]([F:28])([F:29])[F:30])=[CH:17][C:18]([C:20]4[CH:25]=[CH:24][CH:23]=[CH:22][C:21]=4[F:26])=[CH:19][C:13]=3[N:12]=2)[O:8][C:9]=1[CH3:10])([CH3:4])([CH3:2])[CH3:3]. (2) Given the reactants [C:1]([O:4][CH:5]1[CH:10]([O:11][C:12](=[O:14])[CH3:13])[CH:9]([O:15][C:16](=[O:18])[CH3:17])[CH:8]([CH2:19][O:20][C:21](=[O:23])[CH3:22])[O:7][CH:6]1[O:24][C:25]1[CH:29]=[C:28]([CH:30]([CH3:32])[CH3:31])[S:27][C:26]=1[C:33](=O)[C:34]1[CH:39]=[CH:38][C:37]([O:40][CH3:41])=[CH:36][CH:35]=1)(=[O:3])[CH3:2].C[Si](C)(C)Cl.C([BH3-])#N.[Na+], predict the reaction product. The product is: [C:1]([O:4][CH:5]1[CH:10]([O:11][C:12](=[O:14])[CH3:13])[CH:9]([O:15][C:16](=[O:18])[CH3:17])[CH:8]([CH2:19][O:20][C:21](=[O:23])[CH3:22])[O:7][CH:6]1[O:24][C:25]1[CH:29]=[C:28]([CH:30]([CH3:32])[CH3:31])[S:27][C:26]=1[CH2:33][C:34]1[CH:35]=[CH:36][C:37]([O:40][CH3:41])=[CH:38][CH:39]=1)(=[O:3])[CH3:2]. (3) Given the reactants Cl.Cl.[F:3][C:4]1[C:5]([CH2:22][NH:23][C:24]([C:26]2([NH2:29])[CH2:28][CH2:27]2)=[O:25])=[N:6][CH:7]=[C:8]([NH:10][C:11]2[C:16]([C:17]([F:20])([F:19])[F:18])=[CH:15][CH:14]=[CH:13][C:12]=2[F:21])[CH:9]=1.[N:30]1[CH:35]=[CH:34][C:33]([C:36](O)=[O:37])=[CH:32][N:31]=1, predict the reaction product. The product is: [F:3][C:4]1[C:5]([CH2:22][NH:23][C:24]([C:26]2([NH:29][C:36]([C:33]3[CH:34]=[CH:35][N:30]=[N:31][CH:32]=3)=[O:37])[CH2:27][CH2:28]2)=[O:25])=[N:6][CH:7]=[C:8]([NH:10][C:11]2[C:16]([C:17]([F:18])([F:20])[F:19])=[CH:15][CH:14]=[CH:13][C:12]=2[F:21])[CH:9]=1. (4) Given the reactants [Cl:1][C:2]1[CH:7]=[CH:6][C:5]([C:8]2[CH:9]=[C:10]3[C:25](=[O:26])[CH2:24][C:23]([CH3:28])([CH3:27])[O:22][C:11]3=[N:12][C:13]=2[C:14]2[CH:19]=[CH:18][C:17]([Cl:20])=[CH:16][C:15]=2[Cl:21])=[CH:4][CH:3]=1, predict the reaction product. The product is: [Cl:1][C:2]1[CH:3]=[CH:4][C:5]([C:8]2[CH:9]=[C:10]3[C@@H:25]([OH:26])[CH2:24][C:23]([CH3:28])([CH3:27])[O:22][C:11]3=[N:12][C:13]=2[C:14]2[CH:19]=[CH:18][C:17]([Cl:20])=[CH:16][C:15]=2[Cl:21])=[CH:6][CH:7]=1. (5) Given the reactants O[CH:2]([C:5]1[C:13]2[O:12][CH2:11][CH:10]([C:14]3[CH:19]=[CH:18][C:17]([CH:20]([CH3:22])[CH3:21])=[CH:16][CH:15]=3)[C:9]=2[C:8]([CH3:23])=[C:7]([NH:24][C:25](=[O:31])[CH2:26][C:27]([CH3:30])([CH3:29])[CH3:28])[C:6]=1[CH3:32])[CH2:3][OH:4], predict the reaction product. The product is: [OH:4][CH2:3][CH2:2][C:5]1[C:13]2[O:12][CH2:11][CH:10]([C:14]3[CH:19]=[CH:18][C:17]([CH:20]([CH3:21])[CH3:22])=[CH:16][CH:15]=3)[C:9]=2[C:8]([CH3:23])=[C:7]([NH:24][C:25](=[O:31])[CH2:26][C:27]([CH3:30])([CH3:29])[CH3:28])[C:6]=1[CH3:32]. (6) Given the reactants [NH2:1][CH2:2][CH2:3][CH:4]1[CH2:9][CH2:8][N:7]([C:10]([O:12][C:13]([CH3:16])([CH3:15])[CH3:14])=[O:11])[CH2:6][CH2:5]1.C(=O)([O-])[O-].[Na+].[Na+].[C:23](Cl)(=[O:28])[C:24]([CH3:27])([CH3:26])[CH3:25], predict the reaction product. The product is: [C:23]([NH:1][CH2:2][CH2:3][CH:4]1[CH2:5][CH2:6][N:7]([C:10]([O:12][C:13]([CH3:16])([CH3:15])[CH3:14])=[O:11])[CH2:8][CH2:9]1)(=[O:28])[C:24]([CH3:27])([CH3:26])[CH3:25]. (7) The product is: [Br:13][C:14]1[CH:22]=[C:21]([O:23][CH3:24])[C:20]([O:25][CH2:26][C:27]2[CH:32]=[CH:31][C:30]([O:33][CH3:34])=[CH:29][CH:28]=2)=[CH:19][C:15]=1[C:16](=[O:18])[CH2:37][C:38]([O:2][CH2:1][CH3:8])=[O:39]. Given the reactants [C:1]([C:8]1NC=CN=1)(C1NC=CN=1)=[O:2].[Br:13][C:14]1[CH:22]=[C:21]([O:23][CH3:24])[C:20]([O:25][CH2:26][C:27]2[CH:32]=[CH:31][C:30]([O:33][CH3:34])=[CH:29][CH:28]=2)=[CH:19][C:15]=1[C:16]([OH:18])=O.C([CH:37](C([O-])=O)[C:38]([O-])=[O:39])C.[K+].[K+].[Mg+2].[Cl-].[Cl-], predict the reaction product.